Dataset: Catalyst prediction with 721,799 reactions and 888 catalyst types from USPTO. Task: Predict which catalyst facilitates the given reaction. (1) Reactant: [OH:1][C:2]1[N:7]2[N:8]=[CH:9][C:10]([C:11]([O:13]CC)=[O:12])=[C:6]2[N:5]=[C:4]([C:16]2[CH:21]=[CH:20][CH:19]=[CH:18][N:17]=2)[CH:3]=1.[OH-].[Na+].C(O)C.Cl. Product: [OH:1][C:2]1[N:7]2[N:8]=[CH:9][C:10]([C:11]([OH:13])=[O:12])=[C:6]2[N:5]=[C:4]([C:16]2[CH:21]=[CH:20][CH:19]=[CH:18][N:17]=2)[CH:3]=1. The catalyst class is: 7. (2) Reactant: P([O-])([O-])([O-])=O.CC(O)=O.[CH:10]1[CH:11]=[CH:12][C:13]([CH2:16][C@@H:17]2[NH:41][C:39](=[O:40])[C@H:38]([CH2:42][C:43]3[CH:44]=[CH:45][C:46]([OH:49])=[CH:47][CH:48]=3)[NH:37][C:35](=[O:36])[CH2:34][CH2:33][S:32][S:31][CH2:30][C@@H:29]([C:50]([N:52]3[C@H:56]([C:57]([NH:59][C@@H:60]([C:68]([NH:70][CH2:71][C:72]([NH2:74])=[O:73])=[O:69])[CH2:61][CH2:62][CH2:63][NH:64][C:65]([NH2:67])=[NH:66])=[O:58])[CH2:55][CH2:54][CH2:53]3)=[O:51])[NH:28][C:26](=[O:27])[C@H:25]([CH2:75][C:76]([NH2:78])=[O:77])[NH:24][C:22](=[O:23])[C@H:21]([CH2:79][CH2:80][C:81]([NH2:83])=[O:82])[NH:20][C:18]2=[O:19])=[CH:14][CH:15]=1. Product: [CH:10]1[CH:15]=[CH:14][C:13]([CH2:16][C@@H:17]2[NH:41][C:39](=[O:40])[C@H:38]([CH2:42][C:43]3[CH:44]=[CH:45][C:46]([OH:49])=[CH:47][CH:48]=3)[NH:37][C:35](=[O:36])[CH2:34][CH2:33][S:32][S:31][CH2:30][C@@H:29]([C:50]([N:52]3[C@H:56]([C:57]([NH:59][C@@H:60]([C:68]([NH:70][CH2:71][C:72]([NH2:74])=[O:73])=[O:69])[CH2:61][CH2:62][CH2:63][NH:64][C:65]([NH2:67])=[NH:66])=[O:58])[CH2:55][CH2:54][CH2:53]3)=[O:51])[NH:28][C:26](=[O:27])[C@H:25]([CH2:75][C:76]([NH2:78])=[O:77])[NH:24][C:22](=[O:23])[C@H:21]([CH2:79][CH2:80][C:81]([NH2:83])=[O:82])[NH:20][C:18]2=[O:19])=[CH:12][CH:11]=1. The catalyst class is: 33. (3) Reactant: [Cl:1][C:2]1[CH:3]=[C:4]([C:12]([OH:14])=O)[CH:5]=[N:6][C:7]=1[O:8][CH:9]([CH3:11])[CH3:10].CN(C(ON1N=NC2C=CC=NC1=2)=[N+](C)C)C.F[P-](F)(F)(F)(F)F.CCN(C(C)C)C(C)C.O[NH:49][C:50](=[NH:69])[C:51]1[CH:52]=[C:53]2[C:57](=[CH:58][C:59]=1[CH3:60])[N:56]([CH2:61][CH2:62][CH2:63][C:64]([O:66][CH2:67][CH3:68])=[O:65])[N:55]=[CH:54]2. Product: [Cl:1][C:2]1[CH:3]=[C:4]([C:12]2[O:14][N:49]=[C:50]([C:51]3[CH:52]=[C:53]4[C:57](=[CH:58][C:59]=3[CH3:60])[N:56]([CH2:61][CH2:62][CH2:63][C:64]([O:66][CH2:67][CH3:68])=[O:65])[N:55]=[CH:54]4)[N:69]=2)[CH:5]=[N:6][C:7]=1[O:8][CH:9]([CH3:10])[CH3:11]. The catalyst class is: 3.